Predict the product of the given reaction. From a dataset of Forward reaction prediction with 1.9M reactions from USPTO patents (1976-2016). (1) Given the reactants [C:1]([O:9][CH:10]1[C:18]2[C:13](=[CH:14][CH:15]=[CH:16][CH:17]=2)[N:12]([CH2:19][CH2:20][CH3:21])[C:11]1=[O:22])(=[O:8])[C:2]1[CH:7]=[CH:6][CH:5]=[CH:4][CH:3]=1.[Cl:23]C1C=C2C(=CC=1)N(CCC)C(=O)C2=O, predict the reaction product. The product is: [C:1]([O:9][CH:10]1[C:18]2[C:13](=[CH:14][CH:15]=[C:16]([Cl:23])[CH:17]=2)[N:12]([CH2:19][CH2:20][CH3:21])[C:11]1=[O:22])(=[O:8])[C:2]1[CH:3]=[CH:4][CH:5]=[CH:6][CH:7]=1. (2) Given the reactants [CH2:1]([NH:4][C:5]([C:7]1[C:20]2[C:21]3=[C:22]4[C:17](=[CH:18][CH:19]=2)[CH:16]=[CH:15][CH:14]=[C:13]4[CH:12]=[CH:11][C:10]3=[CH:9][CH:8]=1)=[O:6])[C:2]#[CH:3].CCN(CC)CC, predict the reaction product. The product is: [CH2:1]([NH2:4])[C:2]#[CH:3].[C:7]1([C:5]([NH2:4])=[O:6])[C:20]2[C:21]3=[C:22]4[C:17](=[CH:18][CH:19]=2)[CH:16]=[CH:15][CH:14]=[C:13]4[CH:12]=[CH:11][C:10]3=[CH:9][CH:8]=1.